This data is from Reaction yield outcomes from USPTO patents with 853,638 reactions. The task is: Predict the reaction yield, written as a fraction of the theoretical maximum amount of product (1.0 means a 100% yield; for example, 0.34 means a 34% yield). (1) The reactants are C([O-])([O-])=O.[K+].[K+].[OH:7][C:8]1[CH:9]=[C:10]([CH:14]=[CH:15][CH:16]=1)[C:11]([NH2:13])=[O:12].[Br:17][CH2:18][CH2:19][CH2:20][CH2:21][CH2:22][CH2:23]Br. The catalyst is CC#N. The product is [Br:17][CH2:18][CH2:19][CH2:20][CH2:21][CH2:22][CH2:23][O:7][C:8]1[CH:9]=[C:10]([C:11]([NH2:13])=[O:12])[CH:14]=[CH:15][CH:16]=1. The yield is 0.670. (2) The reactants are [C:1]([O:5][C:6]([N:8]1[CH2:13][CH2:12][N:11]([C:14]2[N:19]=[CH:18][C:17]([C:20]3[CH:25]=C[C:23](F)=[CH:22][CH:21]=3)=[CH:16][N:15]=2)[CH2:10][CH2:9]1)=[O:7])([CH3:4])([CH3:3])[CH3:2].C(OC([N:34]1CCN(C2N=CC(Br)=CN=2)CC1)=O)(C)(C)C.B1(C2C=CC=NC=2)OCCCO1. No catalyst specified. The product is [C:1]([O:5][C:6]([N:8]1[CH2:13][CH2:12][N:11]([C:14]2[N:15]=[CH:16][C:17]([C:20]3[CH:25]=[N:34][CH:23]=[CH:22][CH:21]=3)=[CH:18][N:19]=2)[CH2:10][CH2:9]1)=[O:7])([CH3:4])([CH3:3])[CH3:2]. The yield is 0.990.